Predict the reaction yield, written as a fraction of the theoretical maximum amount of product (1.0 means a 100% yield; for example, 0.34 means a 34% yield). From a dataset of Reaction yield outcomes from USPTO patents with 853,638 reactions. (1) The reactants are [NH2:1][C:2]1[CH:3]=[C:4]([O:16][CH2:17][CH2:18][O:19][CH3:20])[CH:5]=[C:6]2[C:10]=1[NH:9][C:8]([C:11]([O:13][CH2:14][CH3:15])=[O:12])=[CH:7]2.N1C(C)=CC=CC=1C.[CH3:29][N:30]1[CH:34]=[CH:33][N:32]=[C:31]1[S:35](Cl)(=[O:37])=[O:36].Cl. The catalyst is O1CCCC1.CCCCCC.C(OCC)(=O)C. The product is [CH3:20][O:19][CH2:18][CH2:17][O:16][C:4]1[CH:5]=[C:6]2[C:10](=[C:2]([NH:1][S:35]([C:31]3[N:30]([CH3:29])[CH:34]=[CH:33][N:32]=3)(=[O:37])=[O:36])[CH:3]=1)[NH:9][C:8]([C:11]([O:13][CH2:14][CH3:15])=[O:12])=[CH:7]2. The yield is 0.510. (2) The reactants are [Si]([O:18][C@@H:19]1[CH2:23][CH2:22][N:21]([C:24]2[S:25][CH:26]=[C:27]([C:29](=[O:31])[NH2:30])[N:28]=2)[CH2:20]1)(C(C)(C)C)(C1C=CC=CC=1)C1C=CC=CC=1.[F-].C([N+](CCCC)(CCCC)CCCC)CCC. The catalyst is O1CCCC1. The product is [C:29]([C:27]1[N:28]=[C:24]([N:21]2[CH2:22][CH2:23][C@@H:19]([OH:18])[CH2:20]2)[S:25][CH:26]=1)(=[O:31])[NH2:30]. The yield is 0.960. (3) The catalyst is C(O)(C(F)(F)F)=O. The yield is 0.957. The reactants are COC1C=CC(C[N:8]2[C:17]3[C:12](=[N:13][CH:14]=[C:15]([N:18]4[CH2:21][CH:20]([N:22]5[CH2:27][CH2:26][N:25]([CH:28]([CH3:30])[CH3:29])[CH2:24][CH2:23]5)[CH2:19]4)[CH:16]=3)[CH:11]=[CH:10][C:9]2=[O:31])=CC=1. The product is [CH:28]([N:25]1[CH2:26][CH2:27][N:22]([CH:20]2[CH2:19][N:18]([C:15]3[CH:16]=[C:17]4[C:12]([CH:11]=[CH:10][C:9](=[O:31])[NH:8]4)=[N:13][CH:14]=3)[CH2:21]2)[CH2:23][CH2:24]1)([CH3:30])[CH3:29]. (4) The reactants are [C:1]1(=[O:7])[O:6][C:4](=[O:5])[CH:3]=[CH:2]1.[CH:8]12[CH2:14][CH:11]([CH2:12][CH2:13]1)[CH:10]=[CH:9]2.[CH2:15]([CH:19]1[CH2:24][CH:23]2[CH2:25][CH:20]1[CH:21]=[CH:22]2)[CH2:16][CH2:17][CH3:18].CC(N=NC(C#N)(C)C)(C#N)C. The catalyst is C1COCC1. The product is [C:4]1(=[O:5])[O:6][C:1](=[O:7])[CH:2]=[CH:3]1.[CH:8]12[CH2:14][CH:11]([CH2:12][CH2:13]1)[CH:10]=[CH:9]2.[CH2:15]([CH:19]1[CH2:24][CH:23]2[CH2:25][CH:20]1[CH:21]=[CH:22]2)[CH2:16][CH2:17][CH3:18]. The yield is 0.880. (5) The reactants are Cl[C:2]1[C:7]2[CH2:8][N:9]([CH:12]([C:14]3[CH:15]=[N:16][C:17]([O:21][CH2:22][C:23]([F:26])([F:25])[CH3:24])=[C:18]([CH3:20])[CH:19]=3)[CH3:13])[C:10](=[O:11])[C:6]=2[CH:5]=[CH:4][N:3]=1.[CH:27]([O:29][C:30]1[CH:35]=[CH:34][CH:33]=[CH:32][CH:31]=1)=[O:28]. No catalyst specified. The product is [F:25][C:23]([F:26])([CH3:24])[CH2:22][O:21][C:17]1[N:16]=[CH:15][C:14]([CH:12]([N:9]2[C:10](=[O:11])[C:6]3[CH:5]=[CH:4][N:3]=[C:2]([C:27]([O:29][C:30]4[CH:35]=[CH:34][CH:33]=[CH:32][CH:31]=4)=[O:28])[C:7]=3[CH2:8]2)[CH3:13])=[CH:19][C:18]=1[CH3:20]. The yield is 0.760.